From a dataset of Forward reaction prediction with 1.9M reactions from USPTO patents (1976-2016). Predict the product of the given reaction. (1) Given the reactants [CH2:1]([O:3][C:4]1[CH:9]=[CH:8][C:7]([NH2:10])=[C:6]([N:11]2[CH2:16][CH2:15][CH2:14][CH2:13][CH2:12]2)[CH:5]=1)[CH3:2].[C:17]([C:19]1[O:23][C:22]([C:24](Cl)=[O:25])=[CH:21][CH:20]=1)#[N:18].CCN(C(C)C)C(C)C, predict the reaction product. The product is: [CH2:1]([O:3][C:4]1[CH:9]=[CH:8][C:7]([NH:10][C:24]([C:22]2[O:23][C:19]([C:17]#[N:18])=[CH:20][CH:21]=2)=[O:25])=[C:6]([N:11]2[CH2:16][CH2:15][CH2:14][CH2:13][CH2:12]2)[CH:5]=1)[CH3:2]. (2) Given the reactants [Cl:1][C:2]1[CH:7]=[CH:6][C:5]([S:8]([N:11]([C@H:24]([CH2:28][CH2:29][C:30]([F:33])([F:32])[F:31])[C:25]([NH2:27])=[O:26])[CH2:12][C:13]2[CH:18]=[CH:17][C:16]([C:19](=[N:21][OH:22])[NH2:20])=[CH:15][C:14]=2[F:23])(=[O:10])=[O:9])=[CH:4][CH:3]=1.[CH:34](OCC)(OCC)OCC.B(F)(F)F.CCOCC.CCOC(C)=O, predict the reaction product. The product is: [Cl:1][C:2]1[CH:7]=[CH:6][C:5]([S:8]([N:11]([CH2:12][C:13]2[CH:18]=[CH:17][C:16]([C:19]3[N:20]=[CH:34][O:22][N:21]=3)=[CH:15][C:14]=2[F:23])[C@H:24]([CH2:28][CH2:29][C:30]([F:32])([F:33])[F:31])[C:25]([NH2:27])=[O:26])(=[O:10])=[O:9])=[CH:4][CH:3]=1. (3) The product is: [Cl:21][CH2:22][CH2:23][CH2:24][CH2:25][CH:26]([C:27]1[NH:39][N:38]=[C:15]([NH:14][C:11]2[CH:12]=[CH:13][C:8]([N:6]3[CH:7]=[C:3]([Cl:2])[N:4]=[CH:5]3)=[C:9]([O:19][CH3:20])[CH:10]=2)[N:16]=1)[C:30]1[CH:35]=[CH:34][C:33]([F:36])=[C:32]([F:37])[CH:31]=1. Given the reactants I.[Cl:2][C:3]1[N:4]=[CH:5][N:6]([C:8]2[CH:13]=[CH:12][C:11]([NH:14][C:15](SC)=[NH:16])=[CH:10][C:9]=2[O:19][CH3:20])[CH:7]=1.[Cl:21][CH2:22][CH2:23][CH2:24][CH2:25][CH:26]([C:30]1[CH:35]=[CH:34][C:33]([F:36])=[C:32]([F:37])[CH:31]=1)[C:27](O)=O.[NH2:38][NH2:39], predict the reaction product. (4) Given the reactants [CH:1]1([N:7]2[CH2:11][CH2:10][CH:9]([CH2:12][C:13]3[CH:18]=[CH:17][C:16]([C:19]4[CH:24]=[CH:23][C:22]([C:25]([O:27]C)=[O:26])=[CH:21][CH:20]=4)=[CH:15][C:14]=3[O:29][C:30]([F:33])([F:32])[F:31])[C:8]2=[O:34])[CH2:6][CH2:5][CH2:4][CH2:3][CH2:2]1.C1COCC1.O.O.[OH-].[Li+], predict the reaction product. The product is: [CH:1]1([N:7]2[CH2:11][CH2:10][CH:9]([CH2:12][C:13]3[CH:18]=[CH:17][C:16]([C:19]4[CH:20]=[CH:21][C:22]([C:25]([OH:27])=[O:26])=[CH:23][CH:24]=4)=[CH:15][C:14]=3[O:29][C:30]([F:31])([F:32])[F:33])[C:8]2=[O:34])[CH2:6][CH2:5][CH2:4][CH2:3][CH2:2]1. (5) Given the reactants [Cl:1][C:2]1[CH:7]=[CH:6][C:5]([C:8]2[N:12]([C:13]3[CH:18]=[CH:17][C:16]([Cl:19])=[CH:15][C:14]=3[Cl:20])[N:11]=[C:10]([C:21]([O-])=[O:22])[C:9]=2[S:24][CH3:25])=[CH:4][CH:3]=1.[Li+].[N:27]1([NH2:34])[CH2:33][CH2:32][CH2:31][CH2:30][CH2:29][CH2:28]1.CN(C(ON1N=NC2C=CC=CC1=2)=[N+](C)C)C.[B-](F)(F)(F)F.CCN(CC)CC, predict the reaction product. The product is: [Cl:1][C:2]1[CH:7]=[CH:6][C:5]([C:8]2[N:12]([C:13]3[CH:18]=[CH:17][C:16]([Cl:19])=[CH:15][C:14]=3[Cl:20])[N:11]=[C:10]([C:21]([NH:34][N:27]3[CH2:33][CH2:32][CH2:31][CH2:30][CH2:29][CH2:28]3)=[O:22])[C:9]=2[S:24][CH3:25])=[CH:4][CH:3]=1. (6) Given the reactants [CH:1]1([SH:7])[CH2:6][CH2:5][CH2:4][CH2:3][CH2:2]1.[Br:8][C:9]1[CH:10]=[C:11]([CH:14]=[CH:15][CH:16]=1)[CH2:12]Br.C([O-])([O-])=O.[K+].[K+], predict the reaction product. The product is: [Br:8][C:9]1[CH:10]=[C:11]([CH:14]=[CH:15][CH:16]=1)[CH2:12][S:7][CH:1]1[CH2:6][CH2:5][CH2:4][CH2:3][CH2:2]1. (7) Given the reactants Cl.Cl.[CH2:3]([O:5][C:6](=[O:12])[CH2:7][NH:8][CH2:9][CH2:10][NH2:11])[CH3:4].[CH3:13][C:14]1[N:15]=[C:16]([S:19](Cl)(=[O:21])=[O:20])[S:17][CH:18]=1, predict the reaction product. The product is: [CH2:3]([O:5][C:6](=[O:12])[CH2:7][NH:8][CH2:9][CH2:10][NH:11][S:19]([C:16]1[S:17][CH:18]=[C:14]([CH3:13])[N:15]=1)(=[O:21])=[O:20])[CH3:4]. (8) Given the reactants [CH:1]1[N:5]2[C@H:6]3[C@H:11]([NH:12][C:13]4([CH2:18][CH2:17][N:16](C(OC(C)(C)C)=O)[CH2:15][CH2:14]4)[C:4]2=[CH:3][CH:2]=1)[CH2:10][CH2:9][CH2:8][CH2:7]3.O1CCOCC1, predict the reaction product. The product is: [CH:1]1[N:5]2[C@H:6]3[C@H:11]([NH:12][C:13]4([CH2:14][CH2:15][NH:16][CH2:17][CH2:18]4)[C:4]2=[CH:3][CH:2]=1)[CH2:10][CH2:9][CH2:8][CH2:7]3.